From a dataset of Forward reaction prediction with 1.9M reactions from USPTO patents (1976-2016). Predict the product of the given reaction. (1) Given the reactants N[C:2]1[S:3][C:4]([Br:11])=[C:5]([C:7]([O:9][CH3:10])=[O:8])[N:6]=1.N1C=CC=CC=1.[C:18](O[C:18]([O:20][C:21]([CH3:24])([CH3:23])[CH3:22])=[O:19])([O:20][C:21]([CH3:24])([CH3:23])[CH3:22])=[O:19].[Br-].[Li+], predict the reaction product. The product is: [Br:11][C:4]1[S:3][C:2]([C:18]([O:20][C:21]([CH3:24])([CH3:23])[CH3:22])=[O:19])=[N:6][C:5]=1[C:7]([O:9][CH3:10])=[O:8]. (2) Given the reactants [O:1]=[C:2]1[CH2:7][CH2:6][C:5]([C:10]2[N:15]=[CH:14][CH:13]=[CH:12][N:11]=2)([C:8]#[N:9])[CH2:4][CH2:3]1.[CH2:16](O)[CH2:17][OH:18].O, predict the reaction product. The product is: [N:15]1[CH:14]=[CH:13][CH:12]=[N:11][C:10]=1[C:5]1([C:8]#[N:9])[CH2:6][CH2:7][C:2]2([O:18][CH2:17][CH2:16][O:1]2)[CH2:3][CH2:4]1.